Dataset: Reaction yield outcomes from USPTO patents with 853,638 reactions. Task: Predict the reaction yield, written as a fraction of the theoretical maximum amount of product (1.0 means a 100% yield; for example, 0.34 means a 34% yield). The reactants are Cl[C:2]1[C:3]2[N:10]=[C:9]([NH:11][C:12]3[C:17]([Cl:18])=[CH:16][CH:15]=[CH:14][C:13]=3[Cl:19])[S:8][C:4]=2[N:5]=[CH:6][N:7]=1.[F:20][C:21]([F:30])([F:29])[C:22]1[CH:27]=[CH:26][C:25]([NH2:28])=[CH:24][CH:23]=1.C1(C)C=CC(S(O)(=O)=O)=CC=1. The catalyst is C1(C)C=CC=CC=1. The product is [Cl:19][C:13]1[CH:14]=[CH:15][CH:16]=[C:17]([Cl:18])[C:12]=1[NH:11][C:9]1[S:8][C:4]2[N:5]=[CH:6][N:7]=[C:2]([NH:28][C:25]3[CH:26]=[CH:27][C:22]([C:21]([F:20])([F:29])[F:30])=[CH:23][CH:24]=3)[C:3]=2[N:10]=1. The yield is 0.730.